Dataset: NCI-60 drug combinations with 297,098 pairs across 59 cell lines. Task: Regression. Given two drug SMILES strings and cell line genomic features, predict the synergy score measuring deviation from expected non-interaction effect. (1) Drug 1: C1=CC=C(C(=C1)C(C2=CC=C(C=C2)Cl)C(Cl)Cl)Cl. Drug 2: C1C(C(OC1N2C=NC3=C2NC=NCC3O)CO)O. Cell line: MOLT-4. Synergy scores: CSS=1.72, Synergy_ZIP=0.149, Synergy_Bliss=1.28, Synergy_Loewe=1.12, Synergy_HSA=-0.524. (2) Drug 1: CS(=O)(=O)C1=CC(=C(C=C1)C(=O)NC2=CC(=C(C=C2)Cl)C3=CC=CC=N3)Cl. Drug 2: C1CC(=O)NC(=O)C1N2C(=O)C3=CC=CC=C3C2=O. Cell line: T-47D. Synergy scores: CSS=12.2, Synergy_ZIP=-2.29, Synergy_Bliss=6.14, Synergy_Loewe=0.839, Synergy_HSA=5.26. (3) Drug 1: COC1=C(C=C2C(=C1)N=CN=C2NC3=CC(=C(C=C3)F)Cl)OCCCN4CCOCC4. Drug 2: CC1C(C(CC(O1)OC2CC(CC3=C2C(=C4C(=C3O)C(=O)C5=C(C4=O)C(=CC=C5)OC)O)(C(=O)CO)O)N)O.Cl. Cell line: NCI-H522. Synergy scores: CSS=50.8, Synergy_ZIP=-4.45, Synergy_Bliss=0.886, Synergy_Loewe=-9.83, Synergy_HSA=3.72. (4) Drug 1: CCCCC(=O)OCC(=O)C1(CC(C2=C(C1)C(=C3C(=C2O)C(=O)C4=C(C3=O)C=CC=C4OC)O)OC5CC(C(C(O5)C)O)NC(=O)C(F)(F)F)O. Drug 2: C1CN(CCN1C(=O)CCBr)C(=O)CCBr. Cell line: EKVX. Synergy scores: CSS=25.4, Synergy_ZIP=-8.63, Synergy_Bliss=-4.31, Synergy_Loewe=-11.3, Synergy_HSA=-4.45.